Dataset: Experimentally validated miRNA-target interactions with 360,000+ pairs, plus equal number of negative samples. Task: Binary Classification. Given a miRNA mature sequence and a target amino acid sequence, predict their likelihood of interaction. The miRNA is hsa-miR-548g-3p with sequence AAAACUGUAAUUACUUUUGUAC. The protein sequence of the target gene is MPSKGPLQSVQVFGRKKTATAVAHCKRGNGLIKVNGRPLEMIEPRTLQYKLLEPVLLLGKERFAGVDIRVRVKGGGHVAQIYAIRQSISKALVAYYQKYVDEASKKEIKDILIQYDRTLLVADPRRCESKKFGGPGARARYQKSYR. Result: 1 (interaction).